This data is from Forward reaction prediction with 1.9M reactions from USPTO patents (1976-2016). The task is: Predict the product of the given reaction. Given the reactants Br[C:2]1[CH:7]=[CH:6][C:5]([S:8]([N:11]2[CH2:25][CH2:24][C:14]3([O:19][CH2:18][C:17](=[O:20])[N:16]([CH:21]4[CH2:23][CH2:22]4)[CH2:15]3)[CH:13]([F:26])[CH2:12]2)(=[O:10])=[O:9])=[CH:4][CH:3]=1.CC1(C)C(C)(C)OB([C:35]2[CH:44]=[C:43]3[C:38]([CH:39]=[CH:40][CH:41]=[N:42]3)=[CH:37][CH:36]=2)O1.C([O-])([O-])=O.[Cs+].[Cs+], predict the reaction product. The product is: [CH:21]1([N:16]2[CH2:15][C:14]3([CH2:24][CH2:25][N:11]([S:8]([C:5]4[CH:6]=[CH:7][C:2]([C:35]5[CH:44]=[C:43]6[C:38]([CH:39]=[CH:40][CH:41]=[N:42]6)=[CH:37][CH:36]=5)=[CH:3][CH:4]=4)(=[O:10])=[O:9])[CH2:12][CH:13]3[F:26])[O:19][CH2:18][C:17]2=[O:20])[CH2:23][CH2:22]1.